Dataset: Forward reaction prediction with 1.9M reactions from USPTO patents (1976-2016). Task: Predict the product of the given reaction. (1) Given the reactants [C:1]([O:5][C:6]([NH:8][C@@H:9]([CH:13]1[CH2:18][CH2:17][CH2:16][CH2:15][CH2:14]1)[C:10]([OH:12])=O)=[O:7])([CH3:4])([CH3:3])[CH3:2].CCN(C(C)C)C(C)C.CN(C(ON1N=NC2C=CC=CC1=2)=[N+](C)C)C.[B-](F)(F)(F)F.[Cl-].[Br:51][C:52]1[CH:53]=[C:54]([C:58]2[CH:63]=[CH:62][CH:61]=[C:60]([CH2:64][O:65][C@H:66]3[CH2:70][NH2+:69][C@H:68]([C:71]([O:73][CH3:74])=[O:72])[CH2:67]3)[CH:59]=2)[CH:55]=[CH:56][CH:57]=1.Cl, predict the reaction product. The product is: [Br:51][C:52]1[CH:53]=[C:54]([C:58]2[CH:63]=[CH:62][CH:61]=[C:60]([CH2:64][O:65][C@H:66]3[CH2:70][N:69]([C:10](=[O:12])[C@@H:9]([NH:8][C:6]([O:5][C:1]([CH3:2])([CH3:3])[CH3:4])=[O:7])[CH:13]4[CH2:18][CH2:17][CH2:16][CH2:15][CH2:14]4)[C@H:68]([C:71]([O:73][CH3:74])=[O:72])[CH2:67]3)[CH:59]=2)[CH:55]=[CH:56][CH:57]=1. (2) The product is: [Br:25][C:26]1[CH:32]=[CH:31][C:30]([Cl:33])=[CH:29][C:27]=1[NH:28][C:45]([CH:43]1[CH2:44][N:41]([C:39]([O:38][C:34]([CH3:37])([CH3:36])[CH3:35])=[O:40])[CH2:42]1)=[O:46]. Given the reactants CN(C(ON1N=NC2C=CC=NC1=2)=[N+](C)C)C.F[P-](F)(F)(F)(F)F.[Br:25][C:26]1[CH:32]=[CH:31][C:30]([Cl:33])=[CH:29][C:27]=1[NH2:28].[C:34]([O:38][C:39]([N:41]1[CH2:44][CH:43]([C:45](O)=[O:46])[CH2:42]1)=[O:40])([CH3:37])([CH3:36])[CH3:35].CCN(C(C)C)C(C)C, predict the reaction product. (3) Given the reactants [CH3:1][C:2]1[CH:10]=[CH:9][CH:8]=[C:7]([CH3:11])[C:3]=1[C:4](Cl)=[O:5].[CH2:12]([NH:14][CH2:15][C:16]([CH2:22][NH:23][C:24]1[CH:32]=[C:31]([CH3:33])[CH:30]=[C:29]2[C:25]=1[CH:26]=[N:27][N:28]2[C:34]1[CH:39]=[CH:38][C:37]([F:40])=[CH:36][CH:35]=1)([OH:21])[C:17]([F:20])([F:19])[F:18])[CH3:13], predict the reaction product. The product is: [CH2:12]([N:14]([CH2:15][C:16]([CH2:22][NH:23][C:24]1[CH:32]=[C:31]([CH3:33])[CH:30]=[C:29]2[C:25]=1[CH:26]=[N:27][N:28]2[C:34]1[CH:35]=[CH:36][C:37]([F:40])=[CH:38][CH:39]=1)([OH:21])[C:17]([F:19])([F:20])[F:18])[C:4](=[O:5])[C:3]1[C:2]([CH3:1])=[CH:10][CH:9]=[CH:8][C:7]=1[CH3:11])[CH3:13].